Dataset: Full USPTO retrosynthesis dataset with 1.9M reactions from patents (1976-2016). Task: Predict the reactants needed to synthesize the given product. (1) Given the product [C:25]([OH:32])(=[O:31])/[CH:26]=[CH:27]/[C:28]([OH:30])=[O:29].[N:1]12[CH2:8][CH2:7][CH:4]([CH2:5][CH2:6]1)[CH:3]([O:9][C:10]1[CH:15]=[CH:14][C:13]([C:16]3[NH:17][C:18]4[C:23]([CH:24]=3)=[CH:22][CH:21]=[CH:20][CH:19]=4)=[CH:12][CH:11]=1)[CH2:2]2, predict the reactants needed to synthesize it. The reactants are: [N:1]12[CH2:8][CH2:7][CH:4]([CH2:5][CH2:6]1)[CH:3]([O:9][C:10]1[CH:15]=[CH:14][C:13]([C:16]3[NH:17][C:18]4[C:23]([CH:24]=3)=[CH:22][CH:21]=[CH:20][CH:19]=4)=[CH:12][CH:11]=1)[CH2:2]2.[C:25]([OH:32])(=[O:31])/[CH:26]=[CH:27]/[C:28]([OH:30])=[O:29]. (2) Given the product [CH2:64]([N:60]([CH2:58][CH3:59])[C:61]1[C:62]2[S:11][C:10]([NH:12][C:28](=[O:30])[C:27]3[CH:31]=[CH:32][N:33]=[C:25]([CH3:24])[CH:26]=3)=[N:9][C:8]=2[C:3]([O:2][CH3:1])=[CH:4][CH:63]=1)[CH3:66], predict the reactants needed to synthesize it. The reactants are: [CH3:1][O:2][C:3]1[C:8]2[N:9]=[C:10]([NH2:12])[S:11]C=2C(N)=C[CH:4]=1.C(=O)([O-])[O-].[K+].[K+].ICC.Cl.[CH3:24][C:25]1[CH:26]=[C:27]([CH:31]=[CH:32][N:33]=1)[C:28]([OH:30])=O.CN(C(ON1N=NC2C=CC=NC1=2)=[N+](C)C)C.F[P-](F)(F)(F)(F)F.[CH2:58]([N:60]([CH:64]([CH3:66])C)[CH:61]([CH3:63])[CH3:62])[CH3:59]. (3) Given the product [Br:11][C:12]1[CH:13]=[C:14]([C:18]2([CH:33]=[CH2:1])[CH2:22][CH2:21][N:20]([C:23]([O:25][CH2:26][C:27]3[CH:32]=[CH:31][CH:30]=[CH:29][CH:28]=3)=[O:24])[CH2:19]2)[CH:15]=[CH:16][CH:17]=1, predict the reactants needed to synthesize it. The reactants are: [CH3:1][Si]([N-][Si](C)(C)C)(C)C.[K+].[Br:11][C:12]1[CH:13]=[C:14]([C:18]2([CH:33]=O)[CH2:22][CH2:21][N:20]([C:23]([O:25][CH2:26][C:27]3[CH:32]=[CH:31][CH:30]=[CH:29][CH:28]=3)=[O:24])[CH2:19]2)[CH:15]=[CH:16][CH:17]=1. (4) Given the product [Cl:1][C:2]1[CH:3]=[C:4]2[C:12](=[CH:13][C:14]=1[Cl:15])[N:11]([S:16]([C:19]1[CH:25]=[CH:24][C:22]([CH3:23])=[CH:21][CH:20]=1)(=[O:18])=[O:17])[C:10]1[C:9](=[O:26])[CH:8]([F:37])[CH2:7][CH2:6][C:5]2=1, predict the reactants needed to synthesize it. The reactants are: [Cl:1][C:2]1[CH:3]=[C:4]2[C:12](=[CH:13][C:14]=1[Cl:15])[N:11]([S:16]([C:19]1[CH:25]=[CH:24][C:22]([CH3:23])=[CH:21][CH:20]=1)(=[O:18])=[O:17])[C:10]1[C:9](=[O:26])[CH2:8][CH2:7][CH2:6][C:5]2=1.[Li+].C[Si]([N-][Si](C)(C)C)(C)C.[F:37]NS(C1C=CC=CC=1)(=O)=O. (5) The reactants are: C1(P(C2C=CC=CC=2)C2C=CC=CC=2)C=CC=CC=1.[C:20]([O:24][CH2:25][CH3:26])(=[O:23])[CH:21]=[CH2:22].Br[C:28]1[CH:33]=[CH:32][C:31]([C:34](=[O:65])[CH2:35][C@H:36]2[O:42][C@H:41]([C:43]3[CH:48]=[CH:47][CH:46]=[C:45]([O:49][CH3:50])[C:44]=3[O:51][CH3:52])[C:40]3[CH:53]=[C:54]([Cl:57])[CH:55]=[CH:56][C:39]=3[N:38]([CH2:58][C:59]([CH3:63])([CH3:62])[CH2:60][OH:61])[C:37]2=[O:64])=[CH:30][CH:29]=1.Cl. Given the product [Cl:57][C:54]1[CH:55]=[CH:56][C:39]2[N:38]([CH2:58][C:59]([CH3:63])([CH3:62])[CH2:60][OH:61])[C:37](=[O:64])[C@@H:36]([CH2:35][C:34]([C:31]3[CH:32]=[CH:33][C:28](/[CH:22]=[CH:21]/[C:20]([O:24][CH2:25][CH3:26])=[O:23])=[CH:29][CH:30]=3)=[O:65])[O:42][C@H:41]([C:43]3[CH:48]=[CH:47][CH:46]=[C:45]([O:49][CH3:50])[C:44]=3[O:51][CH3:52])[C:40]=2[CH:53]=1, predict the reactants needed to synthesize it. (6) Given the product [F:32][C:25]1[CH:26]=[C:27]([C:28]#[N:29])[CH:30]=[CH:31][C:24]=1[C:9]1[CH:10]=[CH:11][C:12]([O:17][C:18]([F:19])([F:20])[F:21])=[C:13]([CH:14]=[O:15])[CH:16]=1, predict the reactants needed to synthesize it. The reactants are: CC1(C)C(C)(C)OB([C:9]2[CH:10]=[CH:11][C:12]([O:17][C:18]([F:21])([F:20])[F:19])=[C:13]([CH:16]=2)[CH:14]=[O:15])O1.Cl[C:24]1[CH:31]=[CH:30][C:27]([C:28]#[N:29])=[CH:26][C:25]=1[F:32].C(=O)([O-])[O-].[K+].[K+]. (7) Given the product [NH2:28][C:3]1[CH:4]=[C:5]([CH:26]=[CH:27][C:2]=1[F:1])[C:6]([NH:8][C:9]1[S:13][C:12]([NH:14][C:15]2[CH:16]=[CH:17][C:18]([O:21][CH3:22])=[CH:19][CH:20]=2)=[N:11][C:10]=1[C:23]([NH2:25])=[O:24])=[O:7], predict the reactants needed to synthesize it. The reactants are: [F:1][C:2]1[CH:27]=[CH:26][C:5]([C:6]([NH:8][C:9]2[S:13][C:12]([NH:14][C:15]3[CH:20]=[CH:19][C:18]([O:21][CH3:22])=[CH:17][CH:16]=3)=[N:11][C:10]=2[C:23]([NH2:25])=[O:24])=[O:7])=[CH:4][C:3]=1[N+:28]([O-])=O.[NH4+].[Cl-].